From a dataset of Forward reaction prediction with 1.9M reactions from USPTO patents (1976-2016). Predict the product of the given reaction. (1) Given the reactants C(OC([N:8]1[CH2:13][CH2:12][N:11]([C:14]2[C:19]([Cl:20])=[CH:18][C:17]([C:21](=[O:30])[NH:22][C:23]3[CH:28]=[CH:27][CH:26]=[C:25]([Cl:29])[CH:24]=3)=[CH:16][N:15]=2)[CH2:10][CH2:9]1)=O)(C)(C)C.[OH-].[Na+], predict the reaction product. The product is: [Cl:20][C:19]1[C:14]([N:11]2[CH2:12][CH2:13][NH:8][CH2:9][CH2:10]2)=[N:15][CH:16]=[C:17]([CH:18]=1)[C:21]([NH:22][C:23]1[CH:28]=[CH:27][CH:26]=[C:25]([Cl:29])[CH:24]=1)=[O:30]. (2) Given the reactants Br[CH2:2][CH2:3][CH2:4][CH2:5][N:6]1[CH:11]=[CH:10][C:9]([C:12]([O:14][CH3:15])=[O:13])=[CH:8][C:7]1=[O:16].[N-:17]=[N+:18]=[N-:19].[Na+], predict the reaction product. The product is: [N:17]([CH2:2][CH2:3][CH2:4][CH2:5][N:6]1[CH:11]=[CH:10][C:9]([C:12]([O:14][CH3:15])=[O:13])=[CH:8][C:7]1=[O:16])=[N+:18]=[N-:19].